This data is from Full USPTO retrosynthesis dataset with 1.9M reactions from patents (1976-2016). The task is: Predict the reactants needed to synthesize the given product. (1) The reactants are: [F:1][C:2]1[CH:7]=[C:6]([I:8])[CH:5]=[CH:4][C:3]=1[NH:9][C:10]1[CH:18]=[N:17][CH:16]=[CH:15][C:11]=1[C:12]([OH:14])=O.[Cl:19][C:20]1[CH:29]=[C:28]2[C:23]([C:24]([NH:30][NH2:31])=[CH:25][CH:26]=[N:27]2)=[CH:22][CH:21]=1. Given the product [Cl:19][C:20]1[CH:29]=[C:28]2[C:23]([C:24]([NH:30][NH:31][C:12](=[O:14])[C:11]3[CH:15]=[CH:16][N:17]=[CH:18][C:10]=3[NH:9][C:3]3[CH:4]=[CH:5][C:6]([I:8])=[CH:7][C:2]=3[F:1])=[CH:25][CH:26]=[N:27]2)=[CH:22][CH:21]=1, predict the reactants needed to synthesize it. (2) Given the product [F:38][C:2]([F:1])([F:37])[C:3]1[CH:4]=[C:5]([CH:30]=[C:31]([C:33]([F:34])([F:35])[F:36])[CH:32]=1)[C:6]([N:8]1[CH2:13][CH2:12][NH:11][CH2:10][C@H:9]1[CH2:21][C:22]1[CH:27]=[CH:26][C:25]([O:28][CH3:29])=[CH:24][CH:23]=1)=[O:7], predict the reactants needed to synthesize it. The reactants are: [F:1][C:2]([F:38])([F:37])[C:3]1[CH:4]=[C:5]([CH:30]=[C:31]([C:33]([F:36])([F:35])[F:34])[CH:32]=1)[C:6]([N:8]1[CH2:13][CH2:12][N:11](CC2C=CC=CC=2)[CH2:10][C@H:9]1[CH2:21][C:22]1[CH:27]=[CH:26][C:25]([O:28][CH3:29])=[CH:24][CH:23]=1)=[O:7].O.C([O-])=O.[NH4+]. (3) Given the product [C:17]1([CH:71]=[CH:72][C:48]2[CH:47]=[CH:52][C:51]([OH:54])=[CH:50][CH:49]=2)[CH:16]=[C:15]([OH:14])[CH:20]=[C:19]([OH:22])[CH:18]=1, predict the reactants needed to synthesize it. The reactants are: C([O-])(O)=O.[Na+].C[C@@H](N)[C@H]1O[C@H]([O:14][C@H:15]2[C@H:20](O)[C@@H:19]([O:22][C@H]3OC[C@@](O)(C)[C@H](NC)[C@H]3O)[C@H:18](N)[CH2:17][C@@H:16]2N)[C@H](N)CC1.C[C@@H](NC)[C@H]1O[C@H](O[C@H:47]2[C@H:52](O)[C@@H:51]([O:54][C@H]3OC[C@@](O)(C)[C@H](NC)[C@H]3O)[C@H:50](N)[CH2:49][C@@H:48]2N)[C@H](N)CC1.[CH3:71][C@@:72]1(O)[C@H](NC)[C@@H](O)[C@@H](O[C@@H]2[C@@H](O)[C@H](O[C@H]3O[C@H](CN)CC[C@H]3N)[C@@H](N)C[C@H]2N)OC1.OS(O)(=O)=O. (4) Given the product [CH3:29][C@H:30]1[N:31]([C:36]2[CH:41]=[CH:40][C:39]([C:42]([F:45])([F:43])[F:44])=[CH:38][N:37]=2)[CH2:32][CH2:33][N:34]([CH2:15][C:17]2[C:18]([C:22]3[NH:26][C:25]([C:27]#[N:28])=[CH:24][CH:23]=3)=[N:19][NH:20][CH:21]=2)[CH2:35]1, predict the reactants needed to synthesize it. The reactants are: [BH-](OC(C)=O)(OC(C)=O)OC(C)=O.[Na+].[CH:15]([C:17]1[C:18]([C:22]2[NH:26][C:25]([C:27]#[N:28])=[CH:24][CH:23]=2)=[N:19][NH:20][CH:21]=1)=O.[CH3:29][C@@H:30]1[CH2:35][NH:34][CH2:33][CH2:32][N:31]1[C:36]1[CH:41]=[CH:40][C:39]([C:42]([F:45])([F:44])[F:43])=[CH:38][N:37]=1.C(O)(=O)C.C(=O)([O-])[O-].[Na+].[Na+]. (5) Given the product [CH3:21][O:20][C:17]1[CH:16]=[CH:15][C:14]([CH2:13][C:8]2([C:6]([NH:5][C@H:4]([C:3]([OH:2])=[O:30])[CH2:22][C:23]3[CH:28]=[CH:27][C:26]([NH:29][C:41]([C:34]4[C:35]5[C:40](=[CH:39][CH:38]=[CH:37][CH:36]=5)[N:31]=[CH:32][CH:33]=4)=[O:42])=[CH:25][CH:24]=3)=[O:7])[CH2:9][CH2:10][CH2:11][CH2:12]2)=[CH:19][CH:18]=1, predict the reactants needed to synthesize it. The reactants are: C[O:2][C:3](=[O:30])[C@H:4]([CH2:22][C:23]1[CH:28]=[CH:27][C:26]([NH2:29])=[CH:25][CH:24]=1)[NH:5][C:6]([C:8]1([CH2:13][C:14]2[CH:19]=[CH:18][C:17]([O:20][CH3:21])=[CH:16][CH:15]=2)[CH2:12][CH2:11][CH2:10][CH2:9]1)=[O:7].[N:31]1[C:40]2[C:35](=[CH:36][CH:37]=[CH:38][CH:39]=2)[C:34]([C:41](O)=[O:42])=[CH:33][CH:32]=1.CN(C(ON1N=NC2C=CC=CC1=2)=[N+](C)C)C.F[P-](F)(F)(F)(F)F.C(N(C(C)C)CC)(C)C.[OH-].[Na+]. (6) Given the product [Br:2][CH2:17][CH2:16][CH2:15][O:14][C:13]1[CH:12]=[CH:11][C:8]([C:9]#[N:10])=[CH:7][C:6]=1[F:5], predict the reactants needed to synthesize it. The reactants are: P(Br)(Br)[Br:2].[F:5][C:6]1[CH:7]=[C:8]([CH:11]=[CH:12][C:13]=1[O:14][CH2:15][CH2:16][CH2:17]O)[C:9]#[N:10]. (7) Given the product [OH:34][CH2:33][CH2:35][O:36][C:2]1[N:7]=[C:6]([S:8][CH3:9])[N:5]=[C:4]([NH:10][S:11](=[O:21])(=[O:20])[NH:12][CH2:13][C:14]2[CH:19]=[CH:18][CH:17]=[CH:16][CH:15]=2)[C:3]=1[O:22][C:23]1[CH:28]=[CH:27][CH:26]=[CH:25][C:24]=1[O:29][CH3:30], predict the reactants needed to synthesize it. The reactants are: Cl[C:2]1[N:7]=[C:6]([S:8][CH3:9])[N:5]=[C:4]([NH:10][S:11](=[O:21])(=[O:20])[NH:12][CH2:13][C:14]2[CH:19]=[CH:18][CH:17]=[CH:16][CH:15]=2)[C:3]=1[O:22][C:23]1[CH:28]=[CH:27][CH:26]=[CH:25][C:24]=1[O:29][CH3:30].C(O)(=O)C[C:33](CC(O)=O)([C:35](O)=[O:36])[OH:34]. (8) Given the product [C:1]([N:8]1[CH2:9][CH2:10][C:11]([C:16]2[CH:17]=[CH:18][C:19]([F:22])=[CH:20][CH:21]=2)([CH2:14][NH2:15])[CH2:12][CH2:13]1)([O:3][C:4]([CH3:6])([CH3:7])[CH3:5])=[O:2], predict the reactants needed to synthesize it. The reactants are: [C:1]([N:8]1[CH2:13][CH2:12][C:11]([C:16]2[CH:21]=[CH:20][C:19]([F:22])=[CH:18][CH:17]=2)([C:14]#[N:15])[CH2:10][CH2:9]1)([O:3][C:4]([CH3:7])([CH3:6])[CH3:5])=[O:2]. (9) Given the product [CH3:12][O:13][CH2:14][CH2:15][CH2:16][CH2:17][CH2:18][CH2:19][CH2:20][CH2:21][O:22][C:2]1[CH:7]=[CH:6][N+:5]([O-:8])=[CH:4][C:3]=1[CH3:9], predict the reactants needed to synthesize it. The reactants are: Cl[C:2]1[CH:7]=[CH:6][N+:5]([O-:8])=[CH:4][C:3]=1[CH3:9].[OH-].[Na+].[CH3:12][O:13][CH2:14][CH2:15][CH2:16][CH2:17][CH2:18][CH2:19][CH2:20][CH2:21][OH:22].Cl.